From a dataset of Catalyst prediction with 721,799 reactions and 888 catalyst types from USPTO. Predict which catalyst facilitates the given reaction. (1) Reactant: Cl[C:2]1[C:3](=[O:26])[N:4]([CH2:15][C:16]2[CH:21]=[CH:20][C:19]([O:22][CH:23]([F:25])[F:24])=[CH:18][CH:17]=2)[S:5](=[O:14])(=[O:13])[C:6]=1[C:7]1[CH:12]=[CH:11][CH:10]=[CH:9][CH:8]=1.[F:27][CH:28]([F:37])[O:29][C:30]1[CH:36]=[CH:35][C:33]([NH2:34])=[CH:32][CH:31]=1. Product: [F:24][CH:23]([F:25])[O:22][C:19]1[CH:20]=[CH:21][C:16]([CH2:15][N:4]2[C:3](=[O:26])[C:2]([NH:34][C:33]3[CH:35]=[CH:36][C:30]([O:29][CH:28]([F:27])[F:37])=[CH:31][CH:32]=3)=[C:6]([C:7]3[CH:12]=[CH:11][CH:10]=[CH:9][CH:8]=3)[S:5]2(=[O:14])=[O:13])=[CH:17][CH:18]=1. The catalyst class is: 23. (2) Reactant: C(OCC)C.C([O:8][C:9](=O)/[CH:10]=[C:11](\[CH3:28])/[CH2:12]/[CH:13]=[CH:14]/[C@H:15]([CH3:27])[C@@H:16]([O:19][Si:20]([CH2:25][CH3:26])([CH2:23][CH3:24])[CH2:21][CH3:22])[CH2:17][CH3:18])C.C1(C)C=CC=CC=1.[H-].C([Al+]CC(C)C)C(C)C.O.O.O.O.C(C(C(C([O-])=O)O)O)([O-])=O.[Na+].[K+]. Product: [CH3:28]/[C:11](/[CH2:12]/[CH:13]=[CH:14]/[C@H:15]([CH3:27])[C@@H:16]([O:19][Si:20]([CH2:23][CH3:24])([CH2:25][CH3:26])[CH2:21][CH3:22])[CH2:17][CH3:18])=[CH:10]\[CH2:9][OH:8]. The catalyst class is: 5. (3) Reactant: [CH2:1]([O:3][C:4](=[O:18])[CH:5]=[CH:6][C:7]1[C:12]([N+:13]([O-])=O)=[CH:11][CH:10]=[C:9]([O:16][CH3:17])[N:8]=1)[CH3:2]. Product: [CH2:1]([O:3][C:4](=[O:18])[CH2:5][CH2:6][C:7]1[C:12]([NH2:13])=[CH:11][CH:10]=[C:9]([O:16][CH3:17])[N:8]=1)[CH3:2]. The catalyst class is: 29. (4) Reactant: [Cl-].[NH4+].[C:3]([C:5]1[CH:6]=[C:7]([NH:11][C:12]2[C:21]3[C:16](=[CH:17][C:18]([O:25][CH3:26])=[C:19]([N+:22]([O-])=O)[CH:20]=3)[N:15]=[CH:14][N:13]=2)[CH:8]=[CH:9][CH:10]=1)#[CH:4]. Product: [C:3]([C:5]1[CH:6]=[C:7]([NH:11][C:12]2[C:21]3[C:16](=[CH:17][C:18]([O:25][CH3:26])=[C:19]([NH2:22])[CH:20]=3)[N:15]=[CH:14][N:13]=2)[CH:8]=[CH:9][CH:10]=1)#[CH:4]. The catalyst class is: 186. (5) Reactant: [NH:1]1[CH:5]=[C:4]([NH:6][C:7]([C:9]2[CH:10]=[C:11]3[C:16](=[CH:17][CH:18]=2)[CH2:15][N:14]([C:19]([O:21][C:22]([CH3:25])([CH3:24])[CH3:23])=[O:20])[CH2:13][CH2:12]3)=[O:8])[CH:3]=[N:2]1.C(=O)([O-])[O-].[K+].[K+].Br[CH2:33][CH:34]1[CH2:39][CH2:38][CH2:37][CH2:36][CH2:35]1. Product: [CH:34]1([CH2:33][N:1]2[CH:5]=[C:4]([NH:6][C:7]([C:9]3[CH:10]=[C:11]4[C:16](=[CH:17][CH:18]=3)[CH2:15][N:14]([C:19]([O:21][C:22]([CH3:25])([CH3:24])[CH3:23])=[O:20])[CH2:13][CH2:12]4)=[O:8])[CH:3]=[N:2]2)[CH2:39][CH2:38][CH2:37][CH2:36][CH2:35]1. The catalyst class is: 3. (6) Reactant: C[O:2][C:3]1[CH:8]=[CH:7][C:6]([N:9]2[C:17]3[CH:16]4[CH2:18][CH2:19][CH2:20][CH2:21][CH:15]4[CH2:14][CH2:13][C:12]=3[C:11]([CH3:22])=[N:10]2)=[CH:5][CH:4]=1.B(Br)(Br)Br. Product: [CH3:22][C:11]1[C:12]2[CH2:13][CH2:14][CH:15]3[CH2:21][CH2:20][CH2:19][CH2:18][CH:16]3[C:17]=2[N:9]([C:6]2[CH:7]=[CH:8][C:3]([OH:2])=[CH:4][CH:5]=2)[N:10]=1. The catalyst class is: 4. (7) Reactant: [Br:1][C:2]1[CH:3]=[CH:4][C:5]([O:11][CH3:12])=[C:6]([CH:10]=1)[C:7]([OH:9])=O.[CH2:13]([NH2:20])[C:14]1[CH:19]=[CH:18][CH:17]=[CH:16][CH:15]=1.CCN=C=NCCCN(C)C.C1C=CC2N(O)N=NC=2C=1.N(C(C)C)(C(C)C)CC. Product: [CH2:13]([NH:20][C:7](=[O:9])[C:6]1[CH:10]=[C:2]([Br:1])[CH:3]=[CH:4][C:5]=1[O:11][CH3:12])[C:14]1[CH:19]=[CH:18][CH:17]=[CH:16][CH:15]=1. The catalyst class is: 85.